From a dataset of Full USPTO retrosynthesis dataset with 1.9M reactions from patents (1976-2016). Predict the reactants needed to synthesize the given product. (1) Given the product [CH:15]([O:14][C:12]([N:11]1[CH2:18][CH2:19][CH2:20][C:21](=[O:23])[C:4]2[C:9]([CH3:10])=[CH:8][CH:7]=[CH:6][C:5]1=2)=[O:13])([CH3:16])[CH3:17], predict the reactants needed to synthesize it. The reactants are: COC(=O)[C:4]1[C:9]([CH3:10])=[CH:8][CH:7]=[CH:6][C:5]=1[N:11]([CH2:18][CH2:19][CH2:20][C:21]([O:23]CC)=O)[C:12]([O:14][CH:15]([CH3:17])[CH3:16])=[O:13].CC(C)([O-])C.[K+].Cl.[Cl-].[Li+]. (2) Given the product [CH3:1][O:2][C:3](=[O:26])[CH2:4][C:5]1[CH:14]=[C:13]([CH3:15])[CH:12]=[C:11]2[C:6]=1[C:7]([CH3:25])=[C:8]([CH2:17][C:18]1[CH:19]=[CH:20][C:21]([Cl:24])=[CH:22][CH:23]=1)[C:9]([O:16][CH2:28][CH3:29])=[N:10]2, predict the reactants needed to synthesize it. The reactants are: [CH3:1][O:2][C:3](=[O:26])[CH2:4][C:5]1[CH:14]=[C:13]([CH3:15])[CH:12]=[C:11]2[C:6]=1[C:7]([CH3:25])=[C:8]([CH2:17][C:18]1[CH:23]=[CH:22][C:21]([Cl:24])=[CH:20][CH:19]=1)[C:9](=[O:16])[NH:10]2.Br[CH2:28][CH3:29].C(=O)([O-])[O-].[K+].[K+].CN(C)C=O. (3) Given the product [Cl:1][C:2]1[CH:3]=[C:4]([C:8]2[CH:9]=[C:10]([CH2:16][N:17]3[CH:21]=[N:20][C:19]([C:22]([NH2:26])=[O:24])=[N:18]3)[CH:11]=[N:12][C:13]=2[O:14][CH3:15])[CH:5]=[CH:6][CH:7]=1, predict the reactants needed to synthesize it. The reactants are: [Cl:1][C:2]1[CH:3]=[C:4]([C:8]2[CH:9]=[C:10]([CH2:16][N:17]3[CH:21]=[N:20][C:19]([C:22]([O:24]C)=O)=[N:18]3)[CH:11]=[N:12][C:13]=2[O:14][CH3:15])[CH:5]=[CH:6][CH:7]=1.[NH3:26]. (4) Given the product [CH2:1]([CH2:24][C:22](=[O:23])[CH2:21][C:20]([O-:19])=[O:25])[CH3:2].[CH2:6]([CH2:24][C:22](=[O:23])[CH2:21][C:20]([O-:19])=[O:25])[CH3:7].[CH2:11]([CH2:24][C:22](=[O:23])[CH2:21][C:20]([O-:19])=[O:25])[CH3:12].[Al+3:16], predict the reactants needed to synthesize it. The reactants are: [CH3:1][CH:2](CC)[O-].[CH3:6][CH:7](CC)[O-].[CH3:11][CH:12](CC)[O-].[Al+3:16].C([O:19][C:20](=[O:25])[CH2:21][C:22]([CH3:24])=[O:23])C. (5) Given the product [C-:3]1([C:1]#[C:2][C:23]2[CH:24]=[CH:25][CH:26]=[C:21]([C:20]#[C:19][C-:14]3[CH:18]=[CH:17][CH:16]=[CH:15]3)[CH:22]=2)[CH:7]=[CH:6][CH:5]=[CH:4]1.[CH-:8]1[CH:12]=[CH:11][CH:10]=[CH:9]1.[Fe+2:13].[CH-:28]1[CH:32]=[CH:31][CH:30]=[CH:29]1.[Fe+2:13], predict the reactants needed to synthesize it. The reactants are: [C:1]([C-:3]1[CH:7]=[CH:6][CH:5]=[CH:4]1)#[CH:2].[CH-:8]1[CH:12]=[CH:11][CH:10]=[CH:9]1.[Fe+2:13].[C-:14]1([C:19]#[C:20][C:21]2[CH:26]=[CH:25][CH:24]=[C:23](I)[CH:22]=2)[CH:18]=[CH:17][CH:16]=[CH:15]1.[CH-:28]1[CH:32]=[CH:31][CH:30]=[CH:29]1.[Fe+2]. (6) Given the product [C:10]([O:9][C:8](=[O:14])[NH:7][C@@H:3]1[CH2:4][CH2:5][CH2:6][N:1]([C:16]2[CH:24]=[CH:23][C:19]([C:20](=[O:21])[NH2:22])=[C:18]([NH:25][C:26]3[CH:31]=[CH:30][C:29]([C:32]([N:34]4[CH2:39][CH2:38][O:37][CH2:36][CH2:35]4)=[O:33])=[CH:28][CH:27]=3)[N:17]=2)[CH2:2]1)([CH3:11])([CH3:13])[CH3:12], predict the reactants needed to synthesize it. The reactants are: [NH:1]1[CH2:6][CH2:5][CH2:4][C@@H:3]([NH:7][C:8](=[O:14])[O:9][C:10]([CH3:13])([CH3:12])[CH3:11])[CH2:2]1.Cl[C:16]1[CH:24]=[CH:23][C:19]([C:20]([NH2:22])=[O:21])=[C:18]([NH:25][C:26]2[CH:31]=[CH:30][C:29]([C:32]([N:34]3[CH2:39][CH2:38][O:37][CH2:36][CH2:35]3)=[O:33])=[CH:28][CH:27]=2)[N:17]=1.C(N(CC)C(C)C)(C)C. (7) Given the product [C:47]([OH:56])(=[O:55])[C@@H:48]([C@H:50]([C:52]([OH:54])=[O:53])[OH:51])[OH:49].[NH2:1][C@@:2]1([C:22]#[N:23])[C@H:7]([O:8][CH2:9][C:10]2[CH:15]=[CH:14][C:13]([Cl:16])=[C:12]([Cl:17])[CH:11]=2)[CH2:6][C@@H:5]2[C@H:3]1[C@@:4]2([F:21])[C:18]([NH2:20])=[O:19], predict the reactants needed to synthesize it. The reactants are: [NH2:1][C@@:2]1([C:22]#[N:23])[C@H:7]([O:8][CH2:9][C:10]2[CH:15]=[CH:14][C:13]([Cl:16])=[C:12]([Cl:17])[CH:11]=2)[CH2:6][C@@H:5]2[C@H:3]1[C@@:4]2([F:21])[C:18]([NH2:20])=[O:19].N[C@]1(C#N)[C@H](OCC2C=CC(Cl)=C(Cl)C=2)C[C@@H]2[C@H]1[C@@]2(F)C(N)=O.[C:47]([OH:56])(=[O:55])[C@@H:48]([C@H:50]([C:52]([OH:54])=[O:53])[OH:51])[OH:49]. (8) Given the product [S:1]1[CH:5]=[CH:4][C:3]2[CH:6]=[C:7]([C:10]3[N:15]4[N:16]=[C:17]([C:19]([CH3:20])([CH3:21])[CH3:22])[CH:18]=[C:14]4[N:13]=[C:12]([CH3:23])[C:11]=3[CH:24]([CH2:29][CH2:30][CH3:31])[C:25]([OH:27])=[O:26])[CH:8]=[CH:9][C:2]1=2, predict the reactants needed to synthesize it. The reactants are: [S:1]1[CH:5]=[CH:4][C:3]2[CH:6]=[C:7]([C:10]3[N:15]4[N:16]=[C:17]([C:19]([CH3:22])([CH3:21])[CH3:20])[CH:18]=[C:14]4[N:13]=[C:12]([CH3:23])[C:11]=3[CH:24]([CH2:29][CH2:30][CH3:31])[C:25]([O:27]C)=[O:26])[CH:8]=[CH:9][C:2]1=2.[OH-].[Na+]. (9) Given the product [C:1]([O:5][C:6]([N:8]1[CH2:15][CH2:14][CH2:13][C@@H:9]1[C:10]([N:26]([O:27][CH3:28])[CH3:25])=[O:12])=[O:7])([CH3:2])([CH3:3])[CH3:4], predict the reactants needed to synthesize it. The reactants are: [C:1]([O:5][C:6]([N:8]1[CH2:15][CH2:14][CH2:13][C@@H:9]1[C:10]([OH:12])=O)=[O:7])([CH3:4])([CH3:3])[CH3:2].C(OC(Cl)=O)C(C)C.Cl.[CH3:25][NH:26][O:27][CH3:28]. (10) Given the product [CH2:1]([N:8]1[CH2:17][CH2:16][C:15]2[N:14]=[C:13]([NH:23][CH2:22][CH2:21][O:20][CH3:19])[CH:12]=[CH:11][C:10]=2[CH2:9]1)[C:2]1[CH:7]=[CH:6][CH:5]=[CH:4][CH:3]=1, predict the reactants needed to synthesize it. The reactants are: [CH2:1]([N:8]1[CH2:17][CH2:16][C:15]2[N:14]=[C:13](Cl)[CH:12]=[CH:11][C:10]=2[CH2:9]1)[C:2]1[CH:7]=[CH:6][CH:5]=[CH:4][CH:3]=1.[CH3:19][O:20][CH2:21][CH2:22][NH2:23].